From a dataset of TCR-epitope binding with 47,182 pairs between 192 epitopes and 23,139 TCRs. Binary Classification. Given a T-cell receptor sequence (or CDR3 region) and an epitope sequence, predict whether binding occurs between them. (1) The epitope is DATYQRTRALVR. The TCR CDR3 sequence is CASSWGLGSYEQYF. Result: 0 (the TCR does not bind to the epitope). (2) The epitope is TPRVTGGGAM. The TCR CDR3 sequence is CASSLHGDPSYEQYF. Result: 1 (the TCR binds to the epitope). (3) The epitope is SEISMDNSPNL. The TCR CDR3 sequence is CASSSLGAALLNYGYTF. Result: 1 (the TCR binds to the epitope). (4) The epitope is GPGHKARVL. The TCR CDR3 sequence is CASSLGTSGSYEQYF. Result: 1 (the TCR binds to the epitope). (5) Result: 0 (the TCR does not bind to the epitope). The epitope is AYILFTRFFYV. The TCR CDR3 sequence is CASTGRSWGTDTQYF. (6) The epitope is QARQMVQAMRTIGTHP. The TCR CDR3 sequence is CASSRPSGESSYNEQFF. Result: 0 (the TCR does not bind to the epitope).